Dataset: Catalyst prediction with 721,799 reactions and 888 catalyst types from USPTO. Task: Predict which catalyst facilitates the given reaction. (1) Reactant: [CH:1]1([CH:6]=[C:7]([C:17]2[CH:22]=[CH:21][C:20]([C:23](=[O:25])[CH3:24])=[CH:19][CH:18]=2)[C:8]2[NH:16][C:11]3=[N:12][CH:13]=[CH:14][CH:15]=[C:10]3[CH:9]=2)[CH2:5][CH2:4][CH2:3][CH2:2]1. Product: [CH:1]1([CH2:6][CH:7]([C:17]2[CH:18]=[CH:19][C:20]([CH:23]([OH:25])[CH3:24])=[CH:21][CH:22]=2)[C:8]2[NH:16][C:11]3=[N:12][CH:13]=[CH:14][CH:15]=[C:10]3[CH:9]=2)[CH2:5][CH2:4][CH2:3][CH2:2]1. The catalyst class is: 43. (2) Reactant: [CH:1]1([C:4]2[CH:5]=[CH:6][CH:7]=[C:8]3[C:12]=2[CH2:11][C:10]([CH2:13][CH3:14])=[CH:9]3)[CH2:3][CH2:2]1.[Li][CH2:16][CH2:17][CH2:18][CH3:19].C([Cu])#N.Cl[Si:24]1(Cl)[CH2:28][CH2:27][CH2:26][CH2:25]1.CCO[CH2:33][CH3:34]. Product: [CH:1]1([C:4]2[CH:5]=[CH:6][CH:7]=[C:8]3[C:12]=2[CH:11]=[C:10]([CH2:13][CH3:14])[CH:9]3[Si:24]2([CH:28]3[C:9]4[C:25](=[C:4]([CH:1]5[CH2:3][CH2:2]5)[CH:12]=[CH:11][CH:10]=4)[CH:26]=[C:27]3[CH2:33][CH3:34])[CH2:19][CH2:18][CH2:17][CH2:16]2)[CH2:3][CH2:2]1. The catalyst class is: 90.